The task is: Regression. Given a peptide amino acid sequence and an MHC pseudo amino acid sequence, predict their binding affinity value. This is MHC class I binding data.. This data is from Peptide-MHC class I binding affinity with 185,985 pairs from IEDB/IMGT. (1) The peptide sequence is TMNSRYYLV. The MHC is HLA-B18:01 with pseudo-sequence HLA-B18:01. The binding affinity (normalized) is 0.0847. (2) The peptide sequence is YSISNDLL. The MHC is H-2-Kb with pseudo-sequence H-2-Kb. The binding affinity (normalized) is 0.00914. (3) The peptide sequence is KSNRIPFLY. The MHC is HLA-B15:01 with pseudo-sequence HLA-B15:01. The binding affinity (normalized) is 0.504. (4) The peptide sequence is AEKTMKEYG. The MHC is HLA-B18:01 with pseudo-sequence HLA-B18:01. The binding affinity (normalized) is 0.0292. (5) The peptide sequence is YLYNKYSFK. The MHC is HLA-A31:01 with pseudo-sequence HLA-A31:01. The binding affinity (normalized) is 0.582. (6) The peptide sequence is NLIIHTAAL. The MHC is HLA-B08:01 with pseudo-sequence HLA-B08:01. The binding affinity (normalized) is 0.959. (7) The peptide sequence is GLLEWIFRA. The MHC is HLA-A02:06 with pseudo-sequence HLA-A02:06. The binding affinity (normalized) is 0.818. (8) The peptide sequence is DTLKVCIGY. The MHC is HLA-B08:01 with pseudo-sequence HLA-B08:01. The binding affinity (normalized) is 0.0847. (9) The peptide sequence is ILFEEVMRGK. The MHC is HLA-A03:01 with pseudo-sequence HLA-A03:01. The binding affinity (normalized) is 0.797. (10) The peptide sequence is MTRRRVLSV. The MHC is HLA-B51:01 with pseudo-sequence HLA-B51:01. The binding affinity (normalized) is 0.213.